This data is from Reaction yield outcomes from USPTO patents with 853,638 reactions. The task is: Predict the reaction yield, written as a fraction of the theoretical maximum amount of product (1.0 means a 100% yield; for example, 0.34 means a 34% yield). (1) The reactants are [OH:1][CH:2]1[CH2:7][CH2:6][CH:5]([CH2:8][NH:9][C:10](=[O:16])[O:11][C:12]([CH3:15])([CH3:14])[CH3:13])[CH2:4][CH2:3]1.[CH3:17][S:18](Cl)(=[O:20])=[O:19]. The catalyst is C(Cl)Cl. The product is [CH3:17][S:18]([O:1][CH:2]1[CH2:7][CH2:6][CH:5]([CH2:8][NH:9][C:10]([O:11][C:12]([CH3:13])([CH3:15])[CH3:14])=[O:16])[CH2:4][CH2:3]1)(=[O:20])=[O:19]. The yield is 0.580. (2) The reactants are Cl[C:2](Cl)([O:4]C(=O)OC(Cl)(Cl)Cl)Cl.[NH2:13][CH2:14][CH:15]([OH:32])[CH2:16][N:17]1[C:29]2[CH:28]=[CH:27][C:26]([Br:30])=[CH:25][C:24]=2[C:23]2[C:18]1=[CH:19][CH:20]=[C:21]([Br:31])[CH:22]=2.CCN(CC)CC.C(Cl)Cl.CCOC(C)=O. The catalyst is C(Cl)Cl. The product is [Br:31][C:21]1[CH:20]=[CH:19][C:18]2[N:17]([CH2:16][CH:15]3[O:32][C:2](=[O:4])[NH:13][CH2:14]3)[C:29]3[C:24]([C:23]=2[CH:22]=1)=[CH:25][C:26]([Br:30])=[CH:27][CH:28]=3. The yield is 0.200.